Dataset: Aqueous solubility values for 9,982 compounds from the AqSolDB database. Task: Regression/Classification. Given a drug SMILES string, predict its absorption, distribution, metabolism, or excretion properties. Task type varies by dataset: regression for continuous measurements (e.g., permeability, clearance, half-life) or binary classification for categorical outcomes (e.g., BBB penetration, CYP inhibition). For this dataset (solubility_aqsoldb), we predict Y. (1) The molecule is COc1ccc2c3c1OC1C(O)C=CC4C(C2)N(C)CCC341. The Y is -1.52 log mol/L. (2) The compound is CCCCCCCCN.CCCCOP(=O)(S)OCCCC. The Y is -1.88 log mol/L. (3) The compound is Fc1ccc(C(c2ccc(F)cc2)[NH+]2CC[NH2+]CC2)cc1. The Y is -2.88 log mol/L. (4) The drug is O=[N+]([O-])[O-].O=[N+]([O-])[O-].O=[N+]([O-])[O-].[Rh+3]. The Y is 0.607 log mol/L. (5) The molecule is O=C(c1ccccc1)c1ccc(OCC(O)COc2ccc(C(=O)c3ccccc3)c(O)c2)cc1O. The Y is -7.14 log mol/L. (6) The compound is O=[N+]([O-])c1cccc(S(=O)(=O)[O-])c1.[Na+]. The Y is -0.0515 log mol/L. (7) The molecule is CC/C(CC(C)CC)=N\O. The Y is -2.13 log mol/L. (8) The compound is CCCCCCCC[Sn](=O)CCCCCCCC. The Y is -6.48 log mol/L. (9) The molecule is COCC(=O)N(c1c(C)cccc1C)N1CCOC1=O. The Y is -1.91 log mol/L. (10) The molecule is COC1(C)COC(C)(OC)CO1. The Y is -1.25 log mol/L.